This data is from Forward reaction prediction with 1.9M reactions from USPTO patents (1976-2016). The task is: Predict the product of the given reaction. (1) The product is: [N:22]1[CH:23]=[CH:24][CH:25]=[C:20]([C:16]2[CH:15]=[C:14]([C:13]3[O:26][C:2]4[C:3]([C:4]([O:6][CH3:7])=[O:5])=[CH:8][CH:9]=[CH:10][C:11]=4[N:12]=3)[CH:19]=[CH:18][CH:17]=2)[CH:21]=1. Given the reactants O[C:2]1[C:11]([NH:12][C:13](=[O:26])[C:14]2[CH:19]=[CH:18][CH:17]=[C:16]([C:20]3[CH:21]=[N:22][CH:23]=[CH:24][CH:25]=3)[CH:15]=2)=[CH:10][CH:9]=[CH:8][C:3]=1[C:4]([O:6][CH3:7])=[O:5].O.CC1C=CC(S(O)(=O)=O)=CC=1, predict the reaction product. (2) Given the reactants [ClH:1].[CH:2]1([C:5]([C:7]2[CH:12]=[CH:11][C:10]([CH2:13][CH:14]([C:19]([O:21][CH3:22])=[O:20])[C:15]([O:17][CH3:18])=[O:16])=[CH:9][CH:8]=2)=[O:6])[CH2:4][CH2:3]1, predict the reaction product. The product is: [Cl:1][CH2:4][CH2:3][CH2:2][C:5]([C:7]1[CH:12]=[CH:11][C:10]([CH2:13][CH:14]([C:19]([O:21][CH3:22])=[O:20])[C:15]([O:17][CH3:18])=[O:16])=[CH:9][CH:8]=1)=[O:6]. (3) Given the reactants Cl[C:2]1[N:7]=[C:6]2[S:8][C:9]([NH:11][C:12]3[CH:17]=[C:16]([CH2:18][C:19]4[CH:24]=[CH:23][CH:22]=[CH:21][CH:20]=4)[N:15]=[C:14]([NH:25][C@H:26]4[CH2:31][CH2:30][C@H:29]([OH:32])[CH2:28][CH2:27]4)[N:13]=3)=[N:10][C:5]2=[CH:4][CH:3]=1.CC1(C)C(C)(C)OB([C:41]2[CH:42]=[N:43][NH:44][CH:45]=2)O1.C(=O)([O-])[O-].[Cs+].[Cs+].CC1(C)C(C)(C)OB(C2C=NN(C(OC(C)(C)C)=O)C=2)O1, predict the reaction product. The product is: [C:19]1([CH2:18][C:16]2[CH:17]=[C:12]([NH:11][C:9]3[S:8][C:6]4[C:5]([N:10]=3)=[CH:4][CH:3]=[C:2]([C:41]3[CH:42]=[N:43][NH:44][CH:45]=3)[N:7]=4)[N:13]=[C:14]([NH:25][C@H:26]3[CH2:31][CH2:30][C@H:29]([OH:32])[CH2:28][CH2:27]3)[N:15]=2)[CH:24]=[CH:23][CH:22]=[CH:21][CH:20]=1. (4) Given the reactants [Li+].[BH4-].Cl[Si](C)(C)C.[Br:8][C:9]1[CH:10]=[CH:11][C:12]([CH2:18][CH2:19][C:20]2[CH:25]=[CH:24][CH:23]=[C:22]([O:26][CH3:27])[C:21]=2[CH3:28])=[C:13]([CH:17]=1)[C:14](O)=[O:15], predict the reaction product. The product is: [Br:8][C:9]1[CH:10]=[CH:11][C:12]([CH2:18][CH2:19][C:20]2[CH:25]=[CH:24][CH:23]=[C:22]([O:26][CH3:27])[C:21]=2[CH3:28])=[C:13]([CH2:14][OH:15])[CH:17]=1. (5) Given the reactants [C:1]([O:4][C@H:5]1[CH2:22][CH2:21][C@@:20]2([CH3:23])[C@@H:7]([CH2:8][CH2:9][C@:10]3([CH3:34])[C@@H:19]2[CH2:18][CH2:17][C@H:16]2[C@@:11]3([CH3:33])[CH2:12][CH2:13][C@@:14]3([C:30](O)=[O:31])[CH2:26][CH2:25][C@@H:24]([C:27]([CH3:29])=[CH2:28])[C@@H:15]32)[C:6]1([CH3:36])[CH3:35])(=[O:3])[CH3:2].[NH2:37][C@@H:38]1[CH2:41][C@H:40]([C:42]([N:44]2[CH2:48][CH2:47][CH2:46][CH2:45]2)=[O:43])[C:39]1([CH3:50])[CH3:49], predict the reaction product. The product is: [C:1]([O:4][C@H:5]1[CH2:22][CH2:21][C@@:20]2([CH3:23])[C@@H:7]([CH2:8][CH2:9][C@:10]3([CH3:34])[C@@H:19]2[CH2:18][CH2:17][C@H:16]2[C@@:11]3([CH3:33])[CH2:12][CH2:13][C@@:14]3([C:30](=[O:31])[NH:37][C@@H:38]4[CH2:41][C@H:40]([C:42]([N:44]5[CH2:48][CH2:47][CH2:46][CH2:45]5)=[O:43])[C:39]4([CH3:50])[CH3:49])[CH2:26][CH2:25][C@@H:24]([C:27]([CH3:29])=[CH2:28])[C@@H:15]32)[C:6]1([CH3:36])[CH3:35])(=[O:3])[CH3:2].